From a dataset of hERG Central: cardiac toxicity at 1µM, 10µM, and general inhibition. Predict hERG channel inhibition at various concentrations. (1) The molecule is COc1ccc(-c2cc(C)no2)cc1S(=O)(=O)N1CCN(c2ccc(F)cc2)CC1. Results: hERG_inhib (hERG inhibition (general)): blocker. (2) The molecule is CCOc1ccc2oc(C(=O)NCC(C)(C)CN(C)C)c(C)c2c1.Cl. Results: hERG_inhib (hERG inhibition (general)): blocker. (3) The drug is Cc1cccc(-n2c(SCC(=O)NCc3ccco3)nnc2-c2ccco2)c1. Results: hERG_inhib (hERG inhibition (general)): blocker. (4) The molecule is CCCn1c(C2CC(=O)N(c3ccc(C)cc3)C2)nc2ccccc21. Results: hERG_inhib (hERG inhibition (general)): blocker. (5) The molecule is CC(NC(=O)CCNC(=O)c1ccc(Br)cc1)c1ccc(-n2ccnc2)cc1. Results: hERG_inhib (hERG inhibition (general)): blocker. (6) The compound is Cc1ccc(CN(C)CC(=O)Nc2cccc([N+](=O)[O-])c2)o1. Results: hERG_inhib (hERG inhibition (general)): blocker. (7) The compound is CC1CCCCN1CCNC(=O)C1CC(=O)N(c2ccc(F)c(Cl)c2)C1. Results: hERG_inhib (hERG inhibition (general)): blocker. (8) The drug is Cc1ccc(OCC(=O)NNC(=O)C2CCN(c3ncnc4sc(C)c(C)c34)CC2)cc1. Results: hERG_inhib (hERG inhibition (general)): blocker. (9) The molecule is COc1ccc(CN(CC(=O)NCc2ccco2)C(=O)CNS(=O)(=O)c2ccc(C)cc2)cc1. Results: hERG_inhib (hERG inhibition (general)): blocker. (10) The molecule is CSCCC(NC(=O)COc1ccccc1)C(=O)OCc1ccc([N+](=O)[O-])cc1. Results: hERG_inhib (hERG inhibition (general)): blocker.